Dataset: Reaction yield outcomes from USPTO patents with 853,638 reactions. Task: Predict the reaction yield, written as a fraction of the theoretical maximum amount of product (1.0 means a 100% yield; for example, 0.34 means a 34% yield). (1) The reactants are [NH2:1][C:2]1[CH:3]=[C:4]([CH:8]=[CH:9][C:10]=1[CH3:11])[C:5]([OH:7])=[O:6].[CH3:12][C:13](OC(C)=O)=[O:14]. The catalyst is C(O)(=O)C. The product is [C:13]([NH:1][C:2]1[CH:3]=[C:4]([CH:8]=[CH:9][C:10]=1[CH3:11])[C:5]([OH:7])=[O:6])(=[O:14])[CH3:12]. The yield is 0.876. (2) The reactants are Cl[C:2]1[C:3]([C:12]([NH:14][C:15]2[CH:20]=[CH:19][N:18]=[C:17]([C:21]([O:23]C)=[O:22])[CH:16]=2)=[O:13])=[N:4][C:5]2[C:10]([N:11]=1)=[CH:9][CH:8]=[CH:7][CH:6]=2.[F:25][C:26]([F:36])([F:35])[O:27][C:28]1[CH:33]=[CH:32][C:31]([OH:34])=[CH:30][CH:29]=1.C([O-])([O-])=O.[K+].[K+].Cl. The catalyst is CN1C(=O)CCC1.O. The product is [F:25][C:26]([F:35])([F:36])[O:27][C:28]1[CH:29]=[CH:30][C:31]([O:34][C:2]2[C:3]([C:12]([NH:14][C:15]3[CH:20]=[CH:19][N:18]=[C:17]([C:21]([OH:23])=[O:22])[CH:16]=3)=[O:13])=[N:4][C:5]3[C:10]([N:11]=2)=[CH:9][CH:8]=[CH:7][CH:6]=3)=[CH:32][CH:33]=1. The yield is 0.610. (3) The reactants are Br[C:2]1[C:3]([C:9]2[N:13]([C:14]3[CH:19]=[CH:18][CH:17]=[C:16]([F:20])[CH:15]=3)[CH:12]=[N:11][CH:10]=2)=[CH:4][C:5]([NH2:8])=[N:6][CH:7]=1.[O:21]([C:23]1[CH:24]=[C:25]([N:38]2[CH2:43][CH2:42][N:41]([CH3:44])[CH2:40][CH2:39]2)[CH:26]=[CH:27][C:28]=1B1OC(C)(C)C(C)(C)O1)[CH3:22]. No catalyst specified. The product is [F:20][C:16]1[CH:15]=[C:14]([N:13]2[C:9]([C:3]3[C:2]([C:28]4[CH:27]=[CH:26][C:25]([N:38]5[CH2:39][CH2:40][N:41]([CH3:44])[CH2:42][CH2:43]5)=[CH:24][C:23]=4[O:21][CH3:22])=[CH:7][N:6]=[C:5]([NH2:8])[CH:4]=3)=[CH:10][N:11]=[CH:12]2)[CH:19]=[CH:18][CH:17]=1. The yield is 0.330. (4) The reactants are [Br:1][C:2]1[CH:3]=[CH:4][C:5]2[N:6]([CH2:16][CH2:17][CH2:18][N:19]([C:32]3[CH:37]=[CH:36][CH:35]=[CH:34][CH:33]=3)S(C3C=CC=CC=3[N+]([O-])=O)(=O)=O)[C:7]3[C:12]([C:13]=2[CH:14]=1)=[CH:11][C:10]([Br:15])=[CH:9][CH:8]=3.C(=O)([O-])[O-].[Cs+].[Cs+].C1(S)C=CC=CC=1. The catalyst is C1COCC1. The product is [Br:1][C:2]1[CH:3]=[CH:4][C:5]2[N:6]([CH2:16][CH2:17][CH2:18][NH:19][C:32]3[CH:33]=[CH:34][CH:35]=[CH:36][CH:37]=3)[C:7]3[C:12]([C:13]=2[CH:14]=1)=[CH:11][C:10]([Br:15])=[CH:9][CH:8]=3. The yield is 0.609. (5) The reactants are Br[C:2]1[CH:3]=[C:4]2[C:9](=[N:10][CH:11]=1)[NH:8][C:7](=[O:12])[CH2:6][CH2:5]2.[CH2:13]([N:20]1[C:28]2[C:23](=[CH:24][CH:25]=[CH:26][CH:27]=2)[C:22]([CH2:29][N:30]([CH3:35])[C:31](=[O:34])[CH:32]=[CH2:33])=[CH:21]1)[C:14]1[CH:19]=[CH:18][CH:17]=[CH:16][CH:15]=1.C1(C)C=CC=CC=1P(C1C=CC=CC=1C)C1C=CC=CC=1C.C(N(C(C)C)CC)(C)C. The catalyst is C(#N)CC.CC([O-])=O.CC([O-])=O.[Pd+2]. The product is [CH2:13]([N:20]1[C:28]2[C:23](=[CH:24][CH:25]=[CH:26][CH:27]=2)[C:22]([CH2:29][N:30]([CH3:35])[C:31](=[O:34])/[CH:32]=[CH:33]/[C:2]2[CH:11]=[N:10][C:9]3[NH:8][C:7](=[O:12])[CH2:6][CH2:5][C:4]=3[CH:3]=2)=[CH:21]1)[C:14]1[CH:15]=[CH:16][CH:17]=[CH:18][CH:19]=1. The yield is 0.350. (6) The reactants are [Br:1][C:2]1[CH:3]=[CH:4][C:5](=[C:8]2[C:13](=[O:14])OC(C)(C)OC2=O)[NH:6][CH:7]=1.[CH2:18]([NH2:25])[C:19]1[CH:24]=[CH:23][CH:22]=[CH:21][CH:20]=1. The catalyst is C1(C)C=CC=CC=1. The product is [CH2:18]([NH:25][C:13](=[O:14])[CH2:8][C:5]1[CH:4]=[CH:3][C:2]([Br:1])=[CH:7][N:6]=1)[C:19]1[CH:24]=[CH:23][CH:22]=[CH:21][CH:20]=1. The yield is 0.960. (7) The reactants are O[CH2:2][C:3]1[N:4]=[C:5]([C:9]2[CH:24]=[CH:23][C:12]([C:13]([NH:15][CH2:16][C:17]3[CH:18]=[N:19][CH:20]=[CH:21][CH:22]=3)=[O:14])=[CH:11][CH:10]=2)[O:6][C:7]=1[CH3:8].CCN(CC)CC.[CH3:32][S:33](Cl)(=[O:35])=[O:34].C([O-])([O-])=O.[K+].[K+].[CH3:43][C:44]1[CH:49]=[CH:48]C(S)=[CH:46][CH:45]=1.OOS([O-])=O.[K+]. The catalyst is CN(C=O)C.O.CO. The product is [CH3:8][C:7]1[O:6][C:5]([C:9]2[CH:24]=[CH:23][C:12]([C:13]([NH:15][CH2:16][C:17]3[CH:18]=[N:19][CH:20]=[CH:21][CH:22]=3)=[O:14])=[CH:11][CH:10]=2)=[N:4][C:3]=1[CH2:2][S:33]([C:32]1[CH:48]=[CH:49][C:44]([CH3:43])=[CH:45][CH:46]=1)(=[O:35])=[O:34]. The yield is 0.280.